From a dataset of NCI-60 drug combinations with 297,098 pairs across 59 cell lines. Regression. Given two drug SMILES strings and cell line genomic features, predict the synergy score measuring deviation from expected non-interaction effect. (1) Drug 1: C1=CN(C(=O)N=C1N)C2C(C(C(O2)CO)O)O.Cl. Drug 2: CN(C(=O)NC(C=O)C(C(C(CO)O)O)O)N=O. Cell line: SF-268. Synergy scores: CSS=7.67, Synergy_ZIP=-3.96, Synergy_Bliss=-3.29, Synergy_Loewe=-3.07, Synergy_HSA=-1.98. (2) Drug 1: CNC(=O)C1=CC=CC=C1SC2=CC3=C(C=C2)C(=NN3)C=CC4=CC=CC=N4. Drug 2: CC1=C2C(C(=O)C3(C(CC4C(C3C(C(C2(C)C)(CC1OC(=O)C(C(C5=CC=CC=C5)NC(=O)OC(C)(C)C)O)O)OC(=O)C6=CC=CC=C6)(CO4)OC(=O)C)OC)C)OC. Cell line: MDA-MB-435. Synergy scores: CSS=76.6, Synergy_ZIP=17.8, Synergy_Bliss=17.6, Synergy_Loewe=-9.29, Synergy_HSA=17.8. (3) Cell line: SK-MEL-28. Drug 1: C1CN(CCN1C(=O)CCBr)C(=O)CCBr. Drug 2: C1C(C(OC1N2C=NC(=NC2=O)N)CO)O. Synergy scores: CSS=12.3, Synergy_ZIP=-3.82, Synergy_Bliss=-0.646, Synergy_Loewe=-1.90, Synergy_HSA=-2.99.